Dataset: Forward reaction prediction with 1.9M reactions from USPTO patents (1976-2016). Task: Predict the product of the given reaction. (1) Given the reactants C([Li])(C)(C)C.[CH3:6][N:7]1[N:11]=[N:10][C:9]([C:12]2[CH:17]=[CH:16][CH:15]=[C:14]([CH3:18])[CH:13]=2)=[N:8]1.[CH3:19][Si:20]([CH3:23])([CH3:22])Cl, predict the reaction product. The product is: [CH3:19][Si:20]([CH2:6][N:7]1[N:11]=[N:10][C:9]([C:12]2[CH:17]=[CH:16][CH:15]=[C:14]([CH3:18])[CH:13]=2)=[N:8]1)([CH3:23])[CH3:22]. (2) The product is: [CH2:12]([O:16][C:45]1[CH:47]=[CH:48][C:40]([CH:39]=[O:38])=[CH:41][C:42]=1[O:43][CH3:44])[CH2:13][C:14]#[CH:15]. Given the reactants CC1C=CC(S(Cl)(=O)=O)=CC=1.[CH2:12]([OH:16])[CH2:13][C:14]#[CH:15].N1C=CC=CC=1.CC1C=CC(S(OCCC#C)(=O)=O)=CC=1.[O:38]=[CH:39][C:40]1[CH:48]=[CH:47][C:45](O)=[C:42]([O:43][CH3:44])[CH:41]=1, predict the reaction product. (3) Given the reactants [CH2:1](Br)[C:2]1[CH:7]=[CH:6][CH:5]=[CH:4][CH:3]=1.[OH:9][CH2:10][CH2:11][CH2:12][CH2:13][CH2:14][CH2:15][CH2:16][CH2:17][CH2:18][CH2:19][CH2:20][C:21]([OH:23])=[O:22].C1CCN2C(=NCCC2)CC1.CCCCCC.C(OC(=O)C)C, predict the reaction product. The product is: [CH2:1]([O:23][C:21](=[O:22])[CH2:20][CH2:19][CH2:18][CH2:17][CH2:16][CH2:15][CH2:14][CH2:13][CH2:12][CH2:11][CH2:10][OH:9])[C:2]1[CH:7]=[CH:6][CH:5]=[CH:4][CH:3]=1. (4) Given the reactants [O:1]1[CH2:6][CH2:5][CH2:4][CH2:3][CH:2]1[O:7][C:8]1[CH:13]=[CH:12][C:11]([N:14]2[CH2:19][CH2:18][NH:17][CH2:16][CH2:15]2)=[CH:10][CH:9]=1.[F:20][C:21]([F:31])([F:30])[O:22][C:23]1[CH:28]=[CH:27][C:26](Br)=[CH:25][CH:24]=1.CC(C)([O-])C.[Na+].C(OCC)(=O)C, predict the reaction product. The product is: [O:1]1[CH2:6][CH2:5][CH2:4][CH2:3][CH:2]1[O:7][C:8]1[CH:13]=[CH:12][C:11]([N:14]2[CH2:15][CH2:16][N:17]([C:26]3[CH:25]=[CH:24][C:23]([O:22][C:21]([F:20])([F:30])[F:31])=[CH:28][CH:27]=3)[CH2:18][CH2:19]2)=[CH:10][CH:9]=1. (5) Given the reactants [H-].[H-].[H-].[H-].[Li+].[Al+3].[CH3:7][CH:8]1[CH:13]=[C:12]([CH3:14])[CH2:11][CH2:10][C:9]1([CH:17]=[CH2:18])[CH:15]=[O:16].O.[OH-].[Na+], predict the reaction product. The product is: [CH3:7][CH:8]1[CH:13]=[C:12]([CH3:14])[CH2:11][CH2:10][C:9]1([CH2:15][OH:16])[CH:17]=[CH2:18]. (6) Given the reactants [Si]([O:8][CH:9]1[CH2:14][CH2:13][N:12]([C:15]2[CH:24]=[C:23]([C:25]([NH:27][C:28]3[C:37]([CH3:38])=[CH:36][C:31]([C:32]([O:34][CH3:35])=[O:33])=[CH:30][C:29]=3[CH3:39])=[O:26])[C:22]3[C:17](=[CH:18][CH:19]=[CH:20][CH:21]=3)[N:16]=2)[CH2:11][CH2:10]1)(C(C)(C)C)(C)C.[N+](CCCC)(CCCC)(CCCC)CCCC.[F-], predict the reaction product. The product is: [OH:8][CH:9]1[CH2:10][CH2:11][N:12]([C:15]2[CH:24]=[C:23]([C:25]([NH:27][C:28]3[C:29]([CH3:39])=[CH:30][C:31]([C:32]([O:34][CH3:35])=[O:33])=[CH:36][C:37]=3[CH3:38])=[O:26])[C:22]3[C:17](=[CH:18][CH:19]=[CH:20][CH:21]=3)[N:16]=2)[CH2:13][CH2:14]1. (7) Given the reactants [CH3:1][O:2][C:3]1[N:8]=[N:7][C:6]([N:9]2[C:13]([C:14]3[CH:19]=[CH:18][CH:17]=[CH:16][N:15]=3)=[CH:12][C:11]([C:20]([OH:22])=O)=[N:10]2)=[CH:5][CH:4]=1.[CH2:23]([NH2:28])[C:24]([CH3:27])([CH3:26])[CH3:25], predict the reaction product. The product is: [CH2:23]([NH:28][C:20]([C:11]1[CH:12]=[C:13]([C:14]2[CH:19]=[CH:18][CH:17]=[CH:16][N:15]=2)[N:9]([C:6]2[N:7]=[N:8][C:3]([O:2][CH3:1])=[CH:4][CH:5]=2)[N:10]=1)=[O:22])[C:24]([CH3:27])([CH3:26])[CH3:25]. (8) Given the reactants Br[C:2]1[O:3][C:4]2[CH:10]=[CH:9][C:8]([CH2:11][C:12]([O:14][CH3:15])=[O:13])=[CH:7][C:5]=2[CH:6]=1.C([Mg]Cl)(C)C.[CH3:21][C:22]1[C:26]([CH:27]=[O:28])=[C:25]([CH3:29])[O:24][N:23]=1.[NH4+].[Cl-], predict the reaction product. The product is: [CH3:21][C:22]1[C:26]([CH:27]([OH:28])[C:2]2[O:3][C:4]3[CH:10]=[CH:9][C:8]([CH2:11][C:12]([O:14][CH3:15])=[O:13])=[CH:7][C:5]=3[CH:6]=2)=[C:25]([CH3:29])[O:24][N:23]=1. (9) Given the reactants [CH3:1][CH2:2][CH2:3][C@H:4]([NH:8][C:9]([O:11][C:12]([CH3:15])([CH3:14])[CH3:13])=[O:10])[C:5](O)=O.CN1CCOCC1.ClC(OCC(C)C)=O.[Br:31][C:32]1[CH:33]=[C:34]([NH2:39])[C:35]([NH2:38])=[CH:36][CH:37]=1.C(O)(=O)C, predict the reaction product. The product is: [Br:31][C:32]1[CH:37]=[CH:36][C:35]2[NH:38][C:5]([C@@H:4]([NH:8][C:9](=[O:10])[O:11][C:12]([CH3:15])([CH3:14])[CH3:13])[CH2:3][CH2:2][CH3:1])=[N:39][C:34]=2[CH:33]=1.